From a dataset of Reaction yield outcomes from USPTO patents with 853,638 reactions. Predict the reaction yield, written as a fraction of the theoretical maximum amount of product (1.0 means a 100% yield; for example, 0.34 means a 34% yield). The reactants are [OH:1][C:2]1[C:3]([CH:11]2[C:19]3[C:14](=[CH:15][CH:16]=[CH:17][CH:18]=3)[N:13]([CH2:20][C:21]3[CH:30]=[CH:29][CH:28]=[CH:27][C:22]=3[C:23]([O:25][CH3:26])=[O:24])[C:12]2=[O:31])=[CH:4][C:5]2[O:9][CH2:8][O:7][C:6]=2[CH:10]=1.[CH2:32]=[O:33].C([N-]C(C)C)(C)C.[Li+]. The catalyst is C1COCC1. The product is [OH:1][C:2]1[C:3]([C:11]2([CH2:32][OH:33])[C:19]3[C:14](=[CH:15][CH:16]=[CH:17][CH:18]=3)[N:13]([CH2:20][C:21]3[CH:30]=[CH:29][CH:28]=[CH:27][C:22]=3[C:23]([O:25][CH3:26])=[O:24])[C:12]2=[O:31])=[CH:4][C:5]2[O:9][CH2:8][O:7][C:6]=2[CH:10]=1. The yield is 0.750.